This data is from Retrosynthesis with 50K atom-mapped reactions and 10 reaction types from USPTO. The task is: Predict the reactants needed to synthesize the given product. (1) Given the product CC[C@@H](C)Nc1c(N)ncc(Cl)c1-n1cccn1, predict the reactants needed to synthesize it. The reactants are: CCC(C)N.Nc1ncc(Cl)c(-n2cccn2)c1F. (2) Given the product Oc1cnccc1-c1cccc2cc(-c3nc(Cl)ncc3F)sc12, predict the reactants needed to synthesize it. The reactants are: COCOc1cnccc1-c1cccc2cc(-c3nc(Cl)ncc3F)sc12.